From a dataset of Forward reaction prediction with 1.9M reactions from USPTO patents (1976-2016). Predict the product of the given reaction. (1) Given the reactants [C:1](=O)([O-])[O-].[K+].[K+].S(OC)(OC)(=O)=O.[C:14]([O:18][C:19]([NH:21][C@H:22]([C:26]([OH:28])=[O:27])[C@@H:23]([CH3:25])[OH:24])=[O:20])([CH3:17])([CH3:16])[CH3:15], predict the reaction product. The product is: [CH3:1][O:27][C:26](=[O:28])[C@H:22]([C@@H:23]([CH3:25])[OH:24])[NH:21][C:19]([O:18][C:14]([CH3:15])([CH3:16])[CH3:17])=[O:20]. (2) The product is: [CH3:14][O:13][C:8]1[CH:9]=[CH:10][CH:11]=[CH:12][C:7]=1[O:6][CH2:5][CH2:4][CH2:3][CH2:2][N:29]1[CH2:30][CH2:31][CH:26]([C:22]2[CH:21]=[C:20]([NH:19][C:17](=[O:18])[CH:16]([CH3:15])[CH3:32])[CH:25]=[CH:24][CH:23]=2)[CH2:27][CH2:28]1. Given the reactants Cl[CH2:2][CH2:3][CH2:4][CH2:5][O:6][C:7]1[CH:12]=[CH:11][CH:10]=[CH:9][C:8]=1[O:13][CH3:14].[CH3:15][CH:16]([CH3:32])[C:17]([NH:19][C:20]1[CH:25]=[CH:24][CH:23]=[C:22]([CH:26]2[CH2:31][CH2:30][NH:29][CH2:28][CH2:27]2)[CH:21]=1)=[O:18], predict the reaction product. (3) Given the reactants [CH3:1][O:2][C:3]([C:5]1[CH:10]=[CH:9][C:8]([C:11]([OH:13])=O)=[CH:7][N:6]=1)=[O:4].C(N(CC)CC)C.ClC(OCC)=O.[N-:27]=[N+:28]=[N-:29].[Na+], predict the reaction product. The product is: [CH3:1][O:2][C:3]([C:5]1[CH:10]=[CH:9][C:8]([C:11]([N:27]=[N+:28]=[N-:29])=[O:13])=[CH:7][N:6]=1)=[O:4]. (4) Given the reactants [Si]([O:8][C@H:9]1[CH2:13][CH2:12][N:11]([CH2:14][C@@H:15]([N:31](C)[C:32](=O)OCC2C=CC=CC=2)[C:16]2[CH:21]=[CH:20][CH:19]=[C:18]([C:22]3[N:26]=[C:25]([C:27]([F:30])([F:29])[F:28])[O:24][N:23]=3)[CH:17]=2)[CH2:10]1)(C(C)(C)C)(C)C, predict the reaction product. The product is: [CH3:32][NH:31][C@@H:15]([C:16]1[CH:21]=[CH:20][CH:19]=[C:18]([C:22]2[N:26]=[C:25]([C:27]([F:30])([F:28])[F:29])[O:24][N:23]=2)[CH:17]=1)[CH2:14][N:11]1[CH2:12][CH2:13][C@H:9]([OH:8])[CH2:10]1. (5) Given the reactants [Br:1][C:2]1[CH:3]=[C:4]2[C:9](=[CH:10][CH:11]=1)[CH:8]=[N:7][CH:6]=[CH:5]2.C(=O)([O-])O.[Na+].S(Cl)([Cl:20])(=O)=O, predict the reaction product. The product is: [Br:1][C:2]1[CH:3]=[C:4]2[C:9](=[CH:10][CH:11]=1)[CH:8]=[N:7][CH:6]=[C:5]2[Cl:20]. (6) Given the reactants [CH2:1]1[C:7]2[CH:8]=[CH:9][C:10]([O:12][C:13]3[N:14]=[CH:15][C:16]([N:19]4[CH2:23][CH2:22][CH2:21][C:20]4=[O:24])=[N:17][CH:18]=3)=[CH:11][C:6]=2[CH2:5][CH2:4][NH:3][CH2:2]1.[C:25]1(=O)[CH2:29][CH2:28][CH2:27][CH2:26]1.C(O[BH-](OC(=O)C)OC(=O)C)(=O)C.[Na+], predict the reaction product. The product is: [CH:25]1([N:3]2[CH2:2][CH2:1][C:7]3[CH:8]=[CH:9][C:10]([O:12][C:13]4[N:14]=[CH:15][C:16]([N:19]5[CH2:23][CH2:22][CH2:21][C:20]5=[O:24])=[N:17][CH:18]=4)=[CH:11][C:6]=3[CH2:5][CH2:4]2)[CH2:29][CH2:28][CH2:27][CH2:26]1. (7) Given the reactants [CH3:1][C:2]1[CH2:7][CH:6]([OH:8])[CH2:5][C:4]([CH3:10])([CH3:9])[C:3]=1/[CH:11]=[CH:12]/[C:13](/[CH3:41])=[CH:14]/[CH:15]=[CH:16]/[C:17](/[CH3:40])=[CH:18]/[CH:19]=[CH:20]/[CH:21]=[C:22](/[CH:24]=[CH:25]/[CH:26]=[C:27](/[CH:29]=[CH:30]/[C:31]1[C:36]([CH3:38])([CH3:37])[CH2:35][CH:34]=[CH:33][C:32]=1[CH3:39])\[CH3:28])\[CH3:23].CC1C[C@@H]([OH:49])CC(C)(C)C=1/C=C/C(/C)=C/C=C/C(/C)=C/C=C/C=C(/C=C/C=C(/C=C/C1C(C)(C)CC=CC=1C)\C)\C, predict the reaction product. The product is: [CH3:1][C:2]1[CH2:7][C@@H:6]([OH:8])[CH2:5][C:4]([CH3:9])([CH3:10])[C:3]=1/[CH:11]=[CH:12]/[C:13](/[CH3:41])=[CH:14]/[CH:15]=[CH:16]/[C:17](/[CH3:40])=[CH:18]/[CH:19]=[CH:20]/[CH:21]=[C:22](/[CH:24]=[CH:25]/[CH:26]=[C:27](/[CH:29]=[CH:30]/[C@@H:31]1[C:36]([CH3:38])([CH3:37])[CH2:35][C@@H:34]([OH:49])[CH:33]=[C:32]1[CH3:39])\[CH3:28])\[CH3:23]. (8) Given the reactants [N:1]1([CH2:5][CH:6]2[CH2:9][N:8]([C:10]([C:12]3[CH:13]=[C:14]([CH:27]=[CH:28][C:29]=3[F:30])[CH2:15][C:16]3[C:25]4[C:20](=[CH:21][CH:22]=[CH:23][CH:24]=4)[C:19](=[O:26])[NH:18][N:17]=3)=[O:11])[CH2:7]2)[CH2:4][CH2:3][CH2:2]1.[ClH:31], predict the reaction product. The product is: [ClH:31].[N:1]1([CH2:5][CH:6]2[CH2:9][N:8]([C:10]([C:12]3[CH:13]=[C:14]([CH:27]=[CH:28][C:29]=3[F:30])[CH2:15][C:16]3[C:25]4[C:20](=[CH:21][CH:22]=[CH:23][CH:24]=4)[C:19](=[O:26])[NH:18][N:17]=3)=[O:11])[CH2:7]2)[CH2:2][CH2:3][CH2:4]1.